Dataset: Forward reaction prediction with 1.9M reactions from USPTO patents (1976-2016). Task: Predict the product of the given reaction. (1) The product is: [Cl:19][C:15]1[C:14]([F:20])=[C:13]([C@H:8]([NH2:7])[CH2:9][N:10]([CH3:12])[CH3:11])[CH:18]=[CH:17][CH:16]=1. Given the reactants C(OC(=O)[NH:7][C@@H:8]([C:13]1[CH:18]=[CH:17][CH:16]=[C:15]([Cl:19])[C:14]=1[F:20])[CH2:9][N:10]([CH3:12])[CH3:11])(C)(C)C.Cl, predict the reaction product. (2) Given the reactants [NH2:1][CH2:2][CH2:3][O:4][C:5]1([C:19]#N)[CH2:10][CH2:9][N:8]([C:11]2[N:16]=[C:15]([CH3:17])[CH:14]=[C:13]([CH3:18])[N:12]=2)[CH2:7][CH2:6]1.[OH-:21].[K+].[OH2:23], predict the reaction product. The product is: [NH2:1][CH2:2][CH2:3][O:4][C:5]1([C:19]([OH:23])=[O:21])[CH2:10][CH2:9][N:8]([C:11]2[N:16]=[C:15]([CH3:17])[CH:14]=[C:13]([CH3:18])[N:12]=2)[CH2:7][CH2:6]1.